This data is from Forward reaction prediction with 1.9M reactions from USPTO patents (1976-2016). The task is: Predict the product of the given reaction. (1) Given the reactants [CH:1](=O)[CH3:2].[NH:4]1[C:8]2[CH:9]=[CH:10][CH:11]=[CH:12][C:7]=2[N:6]=[C:5]1[NH:13][C:14]([C:16]1[NH:20][CH:19]=[N:18][C:17]=1[C:21]([NH:23][C:24]1[CH:29]=[CH:28][C:27]([O:30][CH:31]2[CH2:36][CH2:35][NH:34][CH2:33][CH2:32]2)=[CH:26][CH:25]=1)=[O:22])=[O:15].C(O[BH-](OC(=O)C)OC(=O)C)(=O)C.[Na+].Cl, predict the reaction product. The product is: [NH:4]1[C:8]2[CH:9]=[CH:10][CH:11]=[CH:12][C:7]=2[N:6]=[C:5]1[NH:13][C:14]([C:16]1[NH:20][CH:19]=[N:18][C:17]=1[C:21]([NH:23][C:24]1[CH:29]=[CH:28][C:27]([O:30][CH:31]2[CH2:36][CH2:35][N:34]([CH2:1][CH3:2])[CH2:33][CH2:32]2)=[CH:26][CH:25]=1)=[O:22])=[O:15]. (2) Given the reactants [N+](C1C=CC(C([O:10][CH2:11][CH2:12][CH2:13][CH2:14][C@@H:15]([O:21][N+:22]([O-:24])=[O:23])[CH2:16][O:17][N+:18]([O-:20])=[O:19])=O)=CC=1)([O-])=O.C(O)C.C1COCC1.[OH-].[Na+], predict the reaction product. The product is: [N+:18]([O-:20])([O:17][CH2:16][C@H:15]([O:21][N+:22]([O-:24])=[O:23])[CH2:14][CH2:13][CH2:12][CH2:11][OH:10])=[O:19]. (3) Given the reactants [OH:1][CH2:2][CH2:3][CH2:4][CH2:5][CH2:6][NH:7][C:8](=[O:14])[O:9][C:10]([CH3:13])([CH3:12])[CH3:11].[C:15](Cl)(=[O:26])[O:16][C:17]1[CH:22]=[CH:21][C:20]([N+:23]([O-:25])=[O:24])=[CH:19][CH:18]=1.C(N(CC)CC)C.O, predict the reaction product. The product is: [N+:23]([C:20]1[CH:21]=[CH:22][C:17]([O:16][C:15]([O:1][CH2:2][CH2:3][CH2:4][CH2:5][CH2:6][NH:7][C:8](=[O:14])[O:9][C:10]([CH3:11])([CH3:13])[CH3:12])=[O:26])=[CH:18][CH:19]=1)([O-:25])=[O:24]. (4) Given the reactants C(OC(=O)N[C@H]1C[C@H:10]([NH:12][C:13]2S[C:15]3[CH:21]=[CH:20][CH:19]=[CH:18][C:16]=3[N:17]=2)C1)(C)(C)C.Cl.[NH2:24][C@H:25]1[CH2:28][C@H:27]([N:29]2[C:33]3=[N:34][CH:35]=[CH:36][CH:37]=[C:32]3[N:31]([CH3:38])[C:30]2=[O:39])[CH2:26]1.ClC1N(C)C2C=CC=CC=2N=1.C(N(C(C)C)CC)(C)C, predict the reaction product. The product is: [CH3:38][N:31]1[C:32]2[C:33](=[N:34][CH:35]=[CH:36][CH:37]=2)[N:29]([C@H:27]2[CH2:28][C@H:25]([NH:24][C:13]3[N:12]([CH3:10])[C:15]4[CH:21]=[CH:20][CH:19]=[CH:18][C:16]=4[N:17]=3)[CH2:26]2)[C:30]1=[O:39]. (5) Given the reactants Br[C:2]1[CH:7]=[CH:6][C:5]([S:8]([C:11]2[CH:16]=[CH:15][CH:14]=[CH:13][CH:12]=2)(=[O:10])=[O:9])=[CH:4][C:3]=1[F:17].[Cl:18][C:19]1[CH:20]=[CH:21][C:22]([O:28][CH3:29])=[C:23](B(O)O)[CH:24]=1, predict the reaction product. The product is: [C:11]1([S:8]([C:5]2[CH:6]=[CH:7][C:2]([C:21]3[CH:20]=[C:19]([Cl:18])[CH:24]=[CH:23][C:22]=3[O:28][CH3:29])=[C:3]([F:17])[CH:4]=2)(=[O:10])=[O:9])[CH:16]=[CH:15][CH:14]=[CH:13][CH:12]=1. (6) Given the reactants C(OO)(=[O:3])C.[N+:6]([C:9]1[CH:10]=[C:11]([C:15]2[CH:24]=[CH:23][CH:22]=[C:21]3[C:16]=2[CH:17]=[CH:18][N:19]=[CH:20]3)[CH:12]=[CH:13][CH:14]=1)([O-:8])=[O:7], predict the reaction product. The product is: [N+:6]([C:9]1[CH:10]=[C:11]([C:15]2[CH:24]=[CH:23][CH:22]=[C:21]3[C:16]=2[CH:17]=[CH:18][N+:19]([O-:3])=[CH:20]3)[CH:12]=[CH:13][CH:14]=1)([O-:8])=[O:7]. (7) Given the reactants Br[CH:2]1[CH2:6][CH2:5][N:4]([C:7]2[CH:8]=[N:9][N:10]([C:15]3[CH:20]=[CH:19][C:18]([Cl:21])=[CH:17][CH:16]=3)[C:11]=2[CH:12]([CH3:14])[CH3:13])[C:3]1=[O:22].[CH3:23][C:24]1[NH:25][CH:26]=[C:27]([C:29]([F:32])([F:31])[F:30])[N:28]=1.C([O-])([O-])=O.[K+].[K+], predict the reaction product. The product is: [Cl:21][C:18]1[CH:19]=[CH:20][C:15]([N:10]2[C:11]([CH:12]([CH3:14])[CH3:13])=[C:7]([N:4]3[CH2:5][CH2:6][CH:2]([N:25]4[CH:26]=[C:27]([C:29]([F:32])([F:31])[F:30])[N:28]=[C:24]4[CH3:23])[C:3]3=[O:22])[CH:8]=[N:9]2)=[CH:16][CH:17]=1. (8) Given the reactants Cl.[Cl:2][C:3]1[CH:4]=[C:5]2[C:9](=[CH:10][CH:11]=1)[NH:8][CH:7]=[C:6]2[CH2:12][CH2:13][NH2:14].[CH3:15][C:16]1[N:17]=[C:18]([C:24]2[CH:29]=[N:28][CH:27]=[CH:26][N:25]=2)[S:19][C:20]=1[C:21](Cl)=[O:22].C(N(CC)CC)C.C(OCC)(=O)C, predict the reaction product. The product is: [Cl:2][C:3]1[CH:4]=[C:5]2[C:9](=[CH:10][CH:11]=1)[NH:8][CH:7]=[C:6]2[CH2:12][CH2:13][NH:14][C:21]([C:20]1[S:19][C:18]([C:24]2[CH:29]=[N:28][CH:27]=[CH:26][N:25]=2)=[N:17][C:16]=1[CH3:15])=[O:22]. (9) Given the reactants [C:1]1([N:7]2[CH2:11][CH2:10][CH:9]([C:12]([OH:14])=O)[C:8]2=[O:15])[CH:6]=[CH:5][CH:4]=[CH:3][CH:2]=1.Cl.[S:17]1[CH:21]=[CH:20][CH:19]=[C:18]1[CH2:22][CH2:23][NH2:24].OC1C2N=NNC=2C=CC=1.C(N(CC)CC)C, predict the reaction product. The product is: [S:17]1[CH:21]=[CH:20][CH:19]=[C:18]1[CH2:22][CH2:23][NH:24][C:12]([CH:9]1[CH2:10][CH2:11][N:7]([C:1]2[CH:2]=[CH:3][CH:4]=[CH:5][CH:6]=2)[C:8]1=[O:15])=[O:14]. (10) Given the reactants FC(F)(F)S(O[C:7]1[CH:16]=[CH:15][C:14]2[C:9](=[CH:10][CH:11]=[C:12]([O:17][CH3:18])[CH:13]=2)[C:8]=1[O:19][C:20]1[CH:25]=[CH:24][C:23]([O:26][CH2:27][CH2:28][N:29]2[CH2:34][CH2:33][CH2:32][CH2:31][CH2:30]2)=[CH:22][CH:21]=1)(=O)=O.[CH3:37][C:38]1[S:42][C:41](B(O)O)=[CH:40][CH:39]=1.[F-].[Cs+].C(=O)(O)[O-].[Na+].[ClH:53], predict the reaction product. The product is: [ClH:53].[CH3:18][O:17][C:12]1[CH:13]=[C:14]2[C:9](=[CH:10][CH:11]=1)[C:8]([O:19][C:20]1[CH:25]=[CH:24][C:23]([O:26][CH2:27][CH2:28][N:29]3[CH2:30][CH2:31][CH2:32][CH2:33][CH2:34]3)=[CH:22][CH:21]=1)=[C:7]([C:41]1[S:42][C:38]([CH3:37])=[CH:39][CH:40]=1)[CH:16]=[CH:15]2.